From a dataset of Catalyst prediction with 721,799 reactions and 888 catalyst types from USPTO. Predict which catalyst facilitates the given reaction. (1) Reactant: C[O-].[Na+].CN(C)[CH:6]=[CH:7][C:8]([C:10]1[N:14]([CH3:15])[CH:13]=[N:12][CH:11]=1)=O.C(=O)(O)O.[C:21]1([NH:27][C:28]([NH2:30])=[NH:29])[CH:26]=[CH:25][CH:24]=[CH:23][CH:22]=1. Product: [NH:27]([C:28]1[N:30]=[C:8]([C:10]2[N:14]([CH3:15])[CH:13]=[N:12][CH:11]=2)[CH:7]=[CH:6][N:29]=1)[C:21]1[CH:26]=[CH:25][CH:24]=[CH:23][CH:22]=1. The catalyst class is: 41. (2) Reactant: [CH3:1][N:2]([C:6]1[CH:30]=[CH:29][C:9]2[N:10]([CH2:22][CH:23]3[CH2:28][CH2:27][O:26][CH2:25][CH2:24]3)[C:11]([C:13]([CH3:21])([C:15]3[CH:20]=[CH:19][CH:18]=[CH:17][N:16]=3)[CH3:14])=[N:12][C:8]=2[CH:7]=1)C(=O)C. Product: [CH3:1][NH:2][C:6]1[CH:30]=[CH:29][C:9]2[N:10]([CH2:22][CH:23]3[CH2:28][CH2:27][O:26][CH2:25][CH2:24]3)[C:11]([C:13]([CH3:21])([C:15]3[CH:20]=[CH:19][CH:18]=[CH:17][N:16]=3)[CH3:14])=[N:12][C:8]=2[CH:7]=1. The catalyst class is: 14.